Task: Predict the reactants needed to synthesize the given product.. Dataset: Full USPTO retrosynthesis dataset with 1.9M reactions from patents (1976-2016) (1) Given the product [Cl:1][C:2]1[CH:7]=[CH:6][CH:5]=[C:4]([Cl:8])[C:3]=1[NH:9][C:10]([NH:12][C:13]1[S:14][C:15]([CH3:25])=[CH:16][C:17]=1[C:18]([OH:20])=[O:19])=[O:11], predict the reactants needed to synthesize it. The reactants are: [Cl:1][C:2]1[CH:7]=[CH:6][CH:5]=[C:4]([Cl:8])[C:3]=1[NH:9][C:10]([NH:12][C:13]1[S:14][C:15]([CH3:25])=[CH:16][C:17]=1[C:18]([O:20]C(C)(C)C)=[O:19])=[O:11].C(O)(C(F)(F)F)=O. (2) Given the product [Cl:15][C:4]1[N:3]=[C:2]([CH3:1])[C:7]([N+:8]([O-:10])=[O:9])=[C:6]([CH3:11])[N:5]=1, predict the reactants needed to synthesize it. The reactants are: [CH3:1][C:2]1[C:7]([N+:8]([O-:10])=[O:9])=[C:6]([CH3:11])[N:5]=[C:4](O)[N:3]=1.P(Cl)(Cl)([Cl:15])=O. (3) Given the product [NH:1]1[C:5]2=[N:6][CH:7]=[CH:8][CH:9]=[C:4]2[C:3]([C:10]#[N:11])=[CH:2]1, predict the reactants needed to synthesize it. The reactants are: [NH:1]1[C:5]2=[N:6][CH:7]=[CH:8][CH:9]=[C:4]2[C:3]([CH:10]=[N:11]O)=[CH:2]1.O. (4) Given the product [Cl:12][C:13]1[CH:21]=[CH:20][C:16]([C:17]2[O:1][C:2]3[C:3](=[C:4]([C:5]([OH:7])=[O:6])[CH:8]=[CH:9][CH:10]=3)[N:11]=2)=[CH:15][CH:14]=1.[Cl:12][C:13]1[CH:21]=[CH:20][C:16]([C:17]2[O:18][C:2]3[C:3](=[C:4]([C:5]([O:7][CH3:22])=[O:6])[CH:8]=[CH:9][CH:10]=3)[N:11]=2)=[CH:15][CH:14]=1, predict the reactants needed to synthesize it. The reactants are: [OH:1][C:2]1[CH:10]=[CH:9][CH:8]=[C:4]([C:5]([OH:7])=[O:6])[C:3]=1[NH2:11].[Cl:12][C:13]1[CH:21]=[CH:20][C:16]([C:17](Cl)=[O:18])=[CH:15][CH:14]=1.[CH3:22]CN(C(C)C)C(C)C.CI. (5) Given the product [CH2:64]([O:66][C:67]([N:69]1[CH2:74][CH2:95][C@@:94]([C:96]2[CH:56]=[C:47]([C:48]3[CH:49]=[CH:50][CH:51]=[CH:52][CH:53]=3)[CH:36]=[CH:37][CH:38]=2)([OH:97])[C@@H:93]([OH:87])[CH2:70]1)=[O:68])[CH3:65], predict the reactants needed to synthesize it. The reactants are: CC[C@H]1[C@H]2[CH2:38][C@H:37]([C@H:36](OC3C4C(=CC=CC=4)C(O[C@H:36]([C:47]4[CH:56]=CN=[C:53]5[C:48]=4[CH:49]=[C:50](OC)[CH:51]=[CH:52]5)[C@@H:37]4N5C[C@H](CC)[C@@H](CC5)[CH2:38]4)=NN=3)[C:47]3[CH:56]=CN=[C:53]4[C:48]=3[CH:49]=[C:50](OC)[CH:51]=[CH:52]4)N(CC2)C1.CS(N)(=O)=O.[CH2:64]([O:66][C:67]([N:69]1[CH2:74]C=C(C2C=C(C3C=CC=CC=3)C=CC=2)C[CH2:70]1)=[O:68])[CH3:65].[O-:87]S([O-])=O.[Na+].[Na+].[CH3:93][C:94]([OH:97])([CH3:96])[CH3:95]. (6) Given the product [Cl:26][C:13]1[N:12]([CH2:14][C:15]2[CH:20]=[CH:19][C:18]([O:21][CH3:22])=[CH:17][CH:16]=2)[CH:11]=[C:10]2[C:9]=1[C:8](=[O:23])[N:7]([CH3:24])[C:6](=[O:25])[N:5]2[CH2:1][CH:2]([CH3:4])[CH3:3], predict the reactants needed to synthesize it. The reactants are: [CH2:1]([N:5]1[C:10]2=[CH:11][N:12]([CH2:14][C:15]3[CH:20]=[CH:19][C:18]([O:21][CH3:22])=[CH:17][CH:16]=3)[CH:13]=[C:9]2[C:8](=[O:23])[N:7]([CH3:24])[C:6]1=[O:25])[CH:2]([CH3:4])[CH3:3].[Cl:26]C(Cl)(Cl)C(Cl)(Cl)Cl.[Li+].C[Si]([N-][Si](C)(C)C)(C)C. (7) Given the product [NH:9]1[CH2:10][CH2:11][N:12]=[C:8]1[C:5]1[N:6]=[CH:7][C:2]([NH2:1])=[N:3][CH:4]=1, predict the reactants needed to synthesize it. The reactants are: [NH2:1][C:2]1[CH:7]=[N:6][C:5]([C:8]#[N:9])=[CH:4][N:3]=1.[CH2:10](N)[CH2:11][NH2:12].[Cl-].[Na+]. (8) Given the product [Cl:19][C:20]1[S:23][N:8]=[C:7]([CH:1]2[CH2:6][CH2:5][CH2:4][CH2:3][CH2:2]2)[N:9]=1, predict the reactants needed to synthesize it. The reactants are: [CH:1]1([C:7](=[NH:9])[NH2:8])[CH2:6][CH2:5][CH2:4][CH2:3][CH2:2]1.CCN(C(C)C)C(C)C.[Cl:19][C:20]([SH:23])(Cl)Cl. (9) Given the product [CH3:9][S:10]([C:13]1[CH:18]=[CH:17][C:16]([C:6]2[N:7]=[CH:2][C:3]([NH2:8])=[N:4][CH:5]=2)=[CH:15][CH:14]=1)(=[O:12])=[O:11], predict the reactants needed to synthesize it. The reactants are: Br[C:2]1[C:3]([NH2:8])=[N:4][CH:5]=[CH:6][N:7]=1.[CH3:9][S:10]([C:13]1[CH:18]=[CH:17][C:16](B(O)O)=[CH:15][CH:14]=1)(=[O:12])=[O:11].[O-]P([O-])([O-])=O.[K+].[K+].[K+].O.